This data is from NCI-60 drug combinations with 297,098 pairs across 59 cell lines. The task is: Regression. Given two drug SMILES strings and cell line genomic features, predict the synergy score measuring deviation from expected non-interaction effect. Drug 1: CC1C(C(CC(O1)OC2CC(OC(C2O)C)OC3=CC4=CC5=C(C(=O)C(C(C5)C(C(=O)C(C(C)O)O)OC)OC6CC(C(C(O6)C)O)OC7CC(C(C(O7)C)O)OC8CC(C(C(O8)C)O)(C)O)C(=C4C(=C3C)O)O)O)O. Drug 2: CN1C2=C(C=C(C=C2)N(CCCl)CCCl)N=C1CCCC(=O)O.Cl. Cell line: IGROV1. Synergy scores: CSS=7.52, Synergy_ZIP=0.564, Synergy_Bliss=1.36, Synergy_Loewe=-50.3, Synergy_HSA=-0.461.